This data is from Catalyst prediction with 721,799 reactions and 888 catalyst types from USPTO. The task is: Predict which catalyst facilitates the given reaction. Reactant: [CH2:1]([C:4]1[CH:9]=[CH:8][CH:7]=[CH:6][C:5]=1[CH2:10][CH2:11]O)[CH2:2][CH3:3].C1C=CC(P(C2C=CC=CC=2)C2C=CC=CC=2)=CC=1.[I:32]I.N1C=CN=C1. Product: [I:32][CH2:11][CH2:10][C:5]1[CH:6]=[CH:7][CH:8]=[CH:9][C:4]=1[CH2:1][CH2:2][CH3:3]. The catalyst class is: 4.